This data is from NCI-60 drug combinations with 297,098 pairs across 59 cell lines. The task is: Regression. Given two drug SMILES strings and cell line genomic features, predict the synergy score measuring deviation from expected non-interaction effect. (1) Drug 1: CC12CCC(CC1=CCC3C2CCC4(C3CC=C4C5=CN=CC=C5)C)O. Drug 2: C#CCC(CC1=CN=C2C(=N1)C(=NC(=N2)N)N)C3=CC=C(C=C3)C(=O)NC(CCC(=O)O)C(=O)O. Cell line: NCI-H226. Synergy scores: CSS=-1.01, Synergy_ZIP=0.484, Synergy_Bliss=-0.740, Synergy_Loewe=-2.89, Synergy_HSA=-2.34. (2) Drug 1: CC1C(C(=O)NC(C(=O)N2CCCC2C(=O)N(CC(=O)N(C(C(=O)O1)C(C)C)C)C)C(C)C)NC(=O)C3=C4C(=C(C=C3)C)OC5=C(C(=O)C(=C(C5=N4)C(=O)NC6C(OC(=O)C(N(C(=O)CN(C(=O)C7CCCN7C(=O)C(NC6=O)C(C)C)C)C)C(C)C)C)N)C. Drug 2: CCC1=C2CN3C(=CC4=C(C3=O)COC(=O)C4(CC)O)C2=NC5=C1C=C(C=C5)O. Cell line: MALME-3M. Synergy scores: CSS=11.5, Synergy_ZIP=-4.16, Synergy_Bliss=-1.52, Synergy_Loewe=-19.2, Synergy_HSA=-3.16. (3) Drug 1: C1CCC(C1)C(CC#N)N2C=C(C=N2)C3=C4C=CNC4=NC=N3. Drug 2: CC1=C(C=C(C=C1)NC(=O)C2=CC=C(C=C2)CN3CCN(CC3)C)NC4=NC=CC(=N4)C5=CN=CC=C5. Cell line: K-562. Synergy scores: CSS=75.4, Synergy_ZIP=6.15, Synergy_Bliss=6.82, Synergy_Loewe=-9.02, Synergy_HSA=6.76. (4) Drug 1: C1CC(C1)(C(=O)O)C(=O)O.[NH2-].[NH2-].[Pt+2]. Drug 2: CC=C1C(=O)NC(C(=O)OC2CC(=O)NC(C(=O)NC(CSSCCC=C2)C(=O)N1)C(C)C)C(C)C. Cell line: LOX IMVI. Synergy scores: CSS=27.4, Synergy_ZIP=-5.16, Synergy_Bliss=-2.40, Synergy_Loewe=-29.2, Synergy_HSA=-2.02. (5) Drug 1: COC1=NC(=NC2=C1N=CN2C3C(C(C(O3)CO)O)O)N. Drug 2: C1C(C(OC1N2C=NC(=NC2=O)N)CO)O. Cell line: NCIH23. Synergy scores: CSS=-3.26, Synergy_ZIP=2.43, Synergy_Bliss=6.04, Synergy_Loewe=-10.9, Synergy_HSA=-4.10. (6) Drug 1: C1=CC(=CC=C1CCC2=CNC3=C2C(=O)NC(=N3)N)C(=O)NC(CCC(=O)O)C(=O)O. Drug 2: C1=CC(=C2C(=C1NCCNCCO)C(=O)C3=C(C=CC(=C3C2=O)O)O)NCCNCCO. Cell line: SK-MEL-2. Synergy scores: CSS=52.5, Synergy_ZIP=-3.09, Synergy_Bliss=-2.37, Synergy_Loewe=-9.35, Synergy_HSA=0.974.